Dataset: Catalyst prediction with 721,799 reactions and 888 catalyst types from USPTO. Task: Predict which catalyst facilitates the given reaction. Reactant: [N+:1]([CH2:3][C:4]([O:6][CH2:7][CH3:8])=[O:5])#[C-:2].C1CCN2C(=NCCC2)CC1.[F:20][C:21]1[CH:26]=[CH:25][C:24](/[CH:27]=[C:28](/[N+]([O-])=O)\[CH3:29])=[CH:23][CH:22]=1. Product: [F:20][C:21]1[CH:26]=[CH:25][C:24]([C:27]2[C:28]([CH3:29])=[CH:2][NH:1][C:3]=2[C:4]([O:6][CH2:7][CH3:8])=[O:5])=[CH:23][CH:22]=1. The catalyst class is: 1.